The task is: Predict the product of the given reaction.. This data is from Forward reaction prediction with 1.9M reactions from USPTO patents (1976-2016). (1) Given the reactants [CH3:1][N:2]([CH3:33])[CH2:3][CH2:4][NH:5][S:6]([C:9]1[CH:14]=[CH:13][CH:12]=[C:11]([C:15]#[C:16][C:17]2[CH:18]=[N:19][N:20]([CH3:32])[C:21]=2[C:22]2[CH:27]=[CH:26][C:25]([C:28]([F:31])([F:30])[F:29])=[CH:24][CH:23]=2)[CH:10]=1)(=[O:8])=[O:7].[ClH:34].C(OCC)(=O)C, predict the reaction product. The product is: [ClH:34].[CH3:33][N:2]([CH3:1])[CH2:3][CH2:4][NH:5][S:6]([C:9]1[CH:14]=[CH:13][CH:12]=[C:11]([C:15]#[C:16][C:17]2[CH:18]=[N:19][N:20]([CH3:32])[C:21]=2[C:22]2[CH:23]=[CH:24][C:25]([C:28]([F:29])([F:30])[F:31])=[CH:26][CH:27]=2)[CH:10]=1)(=[O:7])=[O:8]. (2) The product is: [Cl:1][C:2]1[CH:7]=[C:6]([B:9]([OH:13])[OH:10])[CH:5]=[C:4]([Cl:8])[N:3]=1. Given the reactants [Cl:1][C:2]1[CH:7]=[CH:6][CH:5]=[C:4]([Cl:8])[N:3]=1.[B:9]1(B2OC(C)(C)C(C)(C)O2)[O:13]C(C)(C)C(C)(C)[O:10]1, predict the reaction product. (3) Given the reactants [CH3:1][NH:2][C@H:3]1[CH2:8][CH2:7][C@H:6]([O:9][C:10]2[CH:11]=[C:12]3[C:17](=[CH:18][CH:19]=2)[C:16](=[O:20])[NH:15][CH:14]=[CH:13]3)[CH2:5][CH2:4]1.C=O.[C:23](O[BH-](OC(=O)C)OC(=O)C)(=O)C.[Na+], predict the reaction product. The product is: [CH3:1][N:2]([CH3:23])[C@H:3]1[CH2:8][CH2:7][C@H:6]([O:9][C:10]2[CH:11]=[C:12]3[C:17](=[CH:18][CH:19]=2)[C:16](=[O:20])[NH:15][CH:14]=[CH:13]3)[CH2:5][CH2:4]1. (4) Given the reactants [OH-].[Na+].[CH3:3][N:4]([CH3:44])[CH2:5][C:6]([CH3:43])([CH3:42])[CH2:7][O:8][C:9]1[CH:14]=[C:13]([CH3:15])[C:12]([C:16]2[CH:24]=[CH:23][C:22]([F:25])=[C:21]3[C:17]=2[CH2:18][CH2:19][C@H:20]3[O:26][C:27]2[CH:40]=[CH:39][C:30]3[C@H:31]([CH2:34][C:35]([O:37]C)=[O:36])[CH2:32][O:33][C:29]=3[CH:28]=2)=[C:11]([CH3:41])[CH:10]=1.Cl, predict the reaction product. The product is: [CH3:44][N:4]([CH3:3])[CH2:5][C:6]([CH3:42])([CH3:43])[CH2:7][O:8][C:9]1[CH:10]=[C:11]([CH3:41])[C:12]([C:16]2[CH:24]=[CH:23][C:22]([F:25])=[C:21]3[C:17]=2[CH2:18][CH2:19][C@H:20]3[O:26][C:27]2[CH:40]=[CH:39][C:30]3[C@H:31]([CH2:34][C:35]([OH:37])=[O:36])[CH2:32][O:33][C:29]=3[CH:28]=2)=[C:13]([CH3:15])[CH:14]=1. (5) Given the reactants [NH2:1][C:2]1[S:3][C:4]2[C:10](=[O:11])[CH2:9][CH2:8][CH2:7][C:5]=2[N:6]=1.CO[CH:14]([N:17]([CH3:19])[CH3:18])OC, predict the reaction product. The product is: [CH3:14][N:17]([CH3:19])/[CH:18]=[C:9]1/[C:10](=[O:11])[C:4]2[S:3][C:2]([N:1]=[CH:14][N:17]([CH3:19])[CH3:18])=[N:6][C:5]=2[CH2:7][CH2:8]/1. (6) Given the reactants [NH:1]1[C:5]2[CH2:6][CH2:7][CH2:8][C:4]=2[C:3]([C:9]#[N:10])=[N:2]1.[N-:11]=[N+:12]=[N-:13].[Na+], predict the reaction product. The product is: [N:10]1[NH:11][N:12]=[N:13][C:9]=1[C:3]1[C:4]2[CH2:8][CH2:7][CH2:6][C:5]=2[NH:1][N:2]=1. (7) Given the reactants [CH3:1][C:2]1[C:7]2[O:8][CH2:9][C:10]3([CH2:12][CH2:11]3)[C:6]=2[C:5]([O:13][C:14]2[N:19]=[CH:18][C:17]([NH:20][C:21]([C@H:23]([NH:26]C(=O)OC(C)(C)C)[CH2:24][CH3:25])=[O:22])=[CH:16][N:15]=2)=[CH:4][CH:3]=1.C(O)(C(F)(F)F)=O, predict the reaction product. The product is: [NH2:26][C@H:23]([CH2:24][CH3:25])[C:21]([NH:20][C:17]1[CH:16]=[N:15][C:14]([O:13][C:5]2[C:6]3[C:10]4([CH2:9][O:8][C:7]=3[C:2]([CH3:1])=[CH:3][CH:4]=2)[CH2:12][CH2:11]4)=[N:19][CH:18]=1)=[O:22].